From a dataset of Catalyst prediction with 721,799 reactions and 888 catalyst types from USPTO. Predict which catalyst facilitates the given reaction. (1) Reactant: [CH2:1]([N:8]1[C:13](=[O:14])[C:12]2[CH2:15][CH2:16][CH2:17][NH:18][C:11]=2[N:10]=[C:9]1[CH:19]([NH:22][CH2:23][CH2:24][N:25]([CH3:27])[CH3:26])[CH2:20][CH3:21])[C:2]1[CH:7]=[CH:6][CH:5]=[CH:4][CH:3]=1.C(N(CC)C(C)C)(C)C.[Br:37][C:38]1[CH:46]=[CH:45][C:41]([C:42](Cl)=[O:43])=[CH:40][CH:39]=1. Product: [CH2:1]([N:8]1[C:13](=[O:14])[C:12]2[CH2:15][CH2:16][CH2:17][NH:18][C:11]=2[N:10]=[C:9]1[CH:19]([N:22]([CH2:23][CH2:24][N:25]([CH3:27])[CH3:26])[C:42](=[O:43])[C:41]1[CH:45]=[CH:46][C:38]([Br:37])=[CH:39][CH:40]=1)[CH2:20][CH3:21])[C:2]1[CH:3]=[CH:4][CH:5]=[CH:6][CH:7]=1. The catalyst class is: 2. (2) Reactant: [H-].[Na+].[Br:3][C:4]1[CH:5]=[C:6]([OH:10])[CH:7]=[CH:8][CH:9]=1.[CH2:11]([O:13][CH:14]([O:17][CH2:18][CH3:19])[CH2:15]Br)[CH3:12]. Product: [Br:3][C:4]1[CH:9]=[CH:8][CH:7]=[C:6]([O:10][CH2:15][CH:14]([O:17][CH2:18][CH3:19])[O:13][CH2:11][CH3:12])[CH:5]=1. The catalyst class is: 3. (3) Reactant: [NH2:1][C:2]1[CH:35]=[CH:34][C:5]([O:6][CH2:7][C:8]2[N:12]([CH2:13][CH2:14][CH2:15][CH:16]3[CH2:21][CH2:20][CH2:19][N:18]([C:22]([O:24][C:25]([CH3:28])([CH3:27])[CH3:26])=[O:23])[CH2:17]3)[C:11]3[CH:29]=[CH:30][CH:31]=[C:32]([CH3:33])[C:10]=3[N:9]=2)=[CH:4][CH:3]=1.O1CCCC1.C(=O)([O-])[O-].[K+].[K+].[C:47](O[C:47]([O:49][C:50]([CH3:53])([CH3:52])[CH3:51])=[O:48])([O:49][C:50]([CH3:53])([CH3:52])[CH3:51])=[O:48]. Product: [C:50]([O:49][C:47]([NH:1][C:2]1[CH:3]=[CH:4][C:5]([O:6][CH2:7][C:8]2[N:12]([CH2:13][CH2:14][CH2:15][CH:16]3[CH2:21][CH2:20][CH2:19][N:18]([C:22]([O:24][C:25]([CH3:27])([CH3:28])[CH3:26])=[O:23])[CH2:17]3)[C:11]3[CH:29]=[CH:30][CH:31]=[C:32]([CH3:33])[C:10]=3[N:9]=2)=[CH:34][CH:35]=1)=[O:48])([CH3:53])([CH3:52])[CH3:51]. The catalyst class is: 6. (4) Reactant: CC1(C)CCCC(C)(C)N1.[Li]CCCC.[F:16][C:17]1[CH:25]=[CH:24][C:23]([O:26][CH3:27])=[CH:22][C:18]=1[C:19]([OH:21])=[O:20].[I:28]I.Cl. Product: [F:16][C:17]1[C:25]([I:28])=[CH:24][C:23]([O:26][CH3:27])=[CH:22][C:18]=1[C:19]([OH:21])=[O:20]. The catalyst class is: 1. (5) The catalyst class is: 10. Product: [Cl:20][C:17]1[CH:18]=[CH:19][C:14]([C@H:13]2[C@H:9]([NH:7][CH3:6])[CH2:10][N:11]([C:21]([CH:23]3[CH2:24][CH2:25][N:26]([C:29]4[CH:34]=[CH:33][C:32]([C:35]#[N:36])=[CH:31][N:30]=4)[CH2:27][CH2:28]3)=[O:22])[CH2:12]2)=[CH:15][CH:16]=1. Reactant: C(O[C:6](=O)[N:7]([C@H:9]1[C@H:13]([C:14]2[CH:19]=[CH:18][C:17]([Cl:20])=[CH:16][CH:15]=2)[CH2:12][N:11]([C:21]([CH:23]2[CH2:28][CH2:27][N:26]([C:29]3[CH:34]=[CH:33][C:32]([C:35]#[N:36])=[CH:31][N:30]=3)[CH2:25][CH2:24]2)=[O:22])[CH2:10]1)C)(C)(C)C.FC(F)(F)C(O)=O.